This data is from Forward reaction prediction with 1.9M reactions from USPTO patents (1976-2016). The task is: Predict the product of the given reaction. The product is: [F:17][C:18]1[C:26]2[N:25]=[C:24]([O:10][C@H:2]3[C@H:3]4[O:8][CH2:7][C@@H:6]([OH:9])[C@H:4]4[O:5][CH2:1]3)[NH:23][C:22]=2[CH:21]=[C:20]([F:39])[C:19]=1[I:40]. Given the reactants [CH2:1]1[O:5][C@@H:4]2[C@H:6]([OH:9])[CH2:7][O:8][C@@H:3]2[C@@H:2]1[OH:10].C([O-])([O-])=O.[Cs+].[Cs+].[F:17][C:18]1[C:26]2[N:25]=[C:24](S(C)(=O)=O)[N:23](COCC[Si](C)(C)C)[C:22]=2[CH:21]=[C:20]([F:39])[C:19]=1[I:40].C(O)=O, predict the reaction product.